This data is from Forward reaction prediction with 1.9M reactions from USPTO patents (1976-2016). The task is: Predict the product of the given reaction. (1) Given the reactants Cl[C:2]1[N:3]=[C:4]2[N:12]([CH2:13][C:14]([C:16]3[CH:17]=[N:18][C:19]([CH3:22])=[CH:20][CH:21]=3)=[O:15])[C@H:11]([C:23]([F:26])([F:25])[F:24])[CH2:10][CH2:9][N:5]2[C:6](=[O:8])[CH:7]=1.Cl.[C@H:28]12[CH2:34][C@H:31]([NH:32][CH2:33]1)[CH2:30][O:29]2.C(N(CC)CC)C, predict the reaction product. The product is: [CH3:22][C:19]1[N:18]=[CH:17][C:16]([C:14](=[O:15])[CH2:13][N:12]2[C:4]3=[N:3][C:2]([N:32]4[CH2:33][C@@H:28]5[CH2:34][C@H:31]4[CH2:30][O:29]5)=[CH:7][C:6](=[O:8])[N:5]3[CH2:9][CH2:10][C@H:11]2[C:23]([F:26])([F:25])[F:24])=[CH:21][CH:20]=1. (2) Given the reactants Cl.[NH2:2][C@H:3]1[CH2:7][CH2:6][CH2:5][C@@H:4]1[NH:8][C:9](=[O:22])[C:10]1[CH:15]=[C:14]([CH3:16])[CH:13]=[CH:12][C:11]=1[N:17]1[N:21]=[CH:20][CH:19]=[N:18]1.Cl[C:24]1[CH:29]=[N:28][C:27]([C:30]([F:33])([F:32])[F:31])=[CH:26][N:25]=1.CCN(C(C)C)C(C)C, predict the reaction product. The product is: [CH3:16][C:14]1[CH:13]=[CH:12][C:11]([N:17]2[N:18]=[CH:19][CH:20]=[N:21]2)=[C:10]([CH:15]=1)[C:9]([NH:8][C@H:4]1[CH2:5][CH2:6][CH2:7][C@@H:3]1[NH:2][C:24]1[CH:29]=[N:28][C:27]([C:30]([F:33])([F:32])[F:31])=[CH:26][N:25]=1)=[O:22]. (3) Given the reactants [OH:1][C:2]1[CH:11]=[CH:10][C:5]([C:6]([O:8]C)=O)=[CH:4][CH:3]=1.I[CH2:13][CH:14]([CH3:16])[CH3:15].C([O-])([O-])=O.[K+].[K+].Cl.Cl.C([NH:35][CH2:36][CH2:37][CH2:38][NH2:39])(OCC1C=CC=CC=1)=O.C1CCC(N=C=NC2CCCCC2)CC1.C1C=CC2N(O)N=NC=2C=1, predict the reaction product. The product is: [NH2:35][CH2:36][CH2:37][CH2:38][NH:39][C:6](=[O:8])[C:5]1[CH:4]=[CH:3][C:2]([O:1][CH2:13][CH:14]([CH3:16])[CH3:15])=[CH:11][CH:10]=1. (4) The product is: [CH3:43][S:42][C:39]1[CH:40]=[CH:41][C:36]([N:3]2[CH:4]=[CH:5][S:1]/[C:2]/2=[N:6]\[C:7]([N:9]2[CH2:10][CH2:11][CH2:12][CH2:13]2)=[O:8])=[CH:37][CH:38]=1. Given the reactants [S:1]1[CH:5]=[CH:4][N:3]=[C:2]1[NH:6][C:7]([N:9]1[CH2:13][CH2:12][CH2:11][CH2:10]1)=[O:8].ClC1C=C2C(N=CC=C2)=C2C=1C=CC=N2.C(=O)([O-])[O-].[Cs+].[Cs+].Br[C:36]1[CH:41]=[CH:40][C:39]([S:42][CH3:43])=[CH:38][CH:37]=1.[OH-].[NH4+].O, predict the reaction product. (5) Given the reactants [CH:1]1([CH2:6][CH:7]([N:11]2[C:16](=[O:17])[CH:15]=[C:14]([CH2:18][C:19]3[CH:24]=[CH:23][CH:22]=[CH:21][C:20]=3[C:25]([F:28])([F:27])[F:26])[CH:13]=[N:12]2)[C:8](O)=[O:9])[CH2:5][CH2:4][CH2:3][CH2:2]1.[NH2:29][C:30]1[CH:34]=[CH:33][N:32]([CH2:35][C:36]([CH3:39])([OH:38])[CH3:37])[N:31]=1, predict the reaction product. The product is: [CH:1]1([CH2:6][CH:7]([N:11]2[C:16](=[O:17])[CH:15]=[C:14]([CH2:18][C:19]3[CH:24]=[CH:23][CH:22]=[CH:21][C:20]=3[C:25]([F:27])([F:26])[F:28])[CH:13]=[N:12]2)[C:8]([NH:29][C:30]2[CH:34]=[CH:33][N:32]([CH2:35][C:36]([OH:38])([CH3:37])[CH3:39])[N:31]=2)=[O:9])[CH2:2][CH2:3][CH2:4][CH2:5]1.